This data is from Forward reaction prediction with 1.9M reactions from USPTO patents (1976-2016). The task is: Predict the product of the given reaction. (1) Given the reactants [C:1]([O:5][C:6](=[O:30])[N:7]([CH2:9][CH:10]1[CH2:19][C:18](=O)[C:17]2[C:12](=[CH:13][C:14]([S:21](C3C=CC=CC=3)(=[O:23])=[O:22])=[CH:15][CH:16]=2)[O:11]1)[CH3:8])([CH3:4])([CH3:3])[CH3:2].[Li][C:32]([CH3:35])([CH3:34])C, predict the reaction product. The product is: [C:34]1([S:21]([C:14]2[C:13]([C:6]([OH:30])=[O:5])=[C:12]3[C:17]([CH2:18][CH2:19][CH:10]([CH2:9][N:7]([C:6]([O:5][C:1]([CH3:4])([CH3:2])[CH3:3])=[O:30])[CH3:8])[O:11]3)=[CH:16][CH:15]=2)(=[O:22])=[O:23])[CH:32]=[CH:35][CH:3]=[CH:1][CH:2]=1. (2) The product is: [Cl:1][C:2]1[C:7]([CH:8]2[O:13][CH2:12][CH2:11][O:9]2)=[C:6]([Cl:10])[N:5]=[CH:4][N:3]=1. Given the reactants [Cl:1][C:2]1[C:7]([CH:8]=[O:9])=[C:6]([Cl:10])[N:5]=[CH:4][N:3]=1.[CH2:11](O)[CH2:12][OH:13].C1(C)C=CC(S(O)(=O)=O)=CC=1, predict the reaction product. (3) Given the reactants Br[CH2:2][C:3]([O:5][CH3:6])=[O:4].[CH2:7]1[C:19]2[NH:18][C:17]3[C:12](=[CH:13][CH:14]=[CH:15][CH:16]=3)[C:11]=2[C:10](=[O:20])[CH2:9][CH2:8]1, predict the reaction product. The product is: [O:20]=[C:10]1[C:11]2[C:12]3[C:17](=[CH:16][CH:15]=[CH:14][CH:13]=3)[N:18]([CH2:2][C:3]([O:5][CH3:6])=[O:4])[C:19]=2[CH2:7][CH2:8][CH2:9]1. (4) Given the reactants [F:1][C:2]1[CH:7]=[CH:6][C:5]([C:8]2[N:12]([CH2:13][CH2:14][C@@H:15]3[CH2:20][C@@H:19]([OH:21])[CH2:18][C:17](=[O:22])[O:16]3)[C:11]([CH:23]([CH3:25])[CH3:24])=[C:10]([C:26]([NH:28][C:29]3[CH:34]=[CH:33][CH:32]=[CH:31][CH:30]=3)=[O:27])[C:9]=2[C:35]2[CH:40]=[CH:39][CH:38]=[CH:37][CH:36]=2)=[CH:4][CH:3]=1.[OH-:41].[Na+].[Cl-].[Cl-].[Ca+2:45].[Na], predict the reaction product. The product is: [CH3:24][CH:23]([C:11]1[N:12]([CH2:13][CH2:14][C@@H:15]([OH:16])[CH2:20][C@@H:19]([OH:21])[CH2:18][C:17]([O-:22])=[O:41])[C:8]([C:5]2[CH:4]=[CH:3][C:2]([F:1])=[CH:7][CH:6]=2)=[C:9]([C:35]2[CH:36]=[CH:37][CH:38]=[CH:39][CH:40]=2)[C:10]=1[C:26]([NH:28][C:29]1[CH:34]=[CH:33][CH:32]=[CH:31][CH:30]=1)=[O:27])[CH3:25].[CH3:24][CH:23]([C:11]1[N:12]([CH2:13][CH2:14][C@@H:15]([OH:16])[CH2:20][C@@H:19]([OH:21])[CH2:18][C:17]([O-:22])=[O:41])[C:8]([C:5]2[CH:4]=[CH:3][C:2]([F:1])=[CH:7][CH:6]=2)=[C:9]([C:35]2[CH:36]=[CH:37][CH:38]=[CH:39][CH:40]=2)[C:10]=1[C:26]([NH:28][C:29]1[CH:34]=[CH:33][CH:32]=[CH:31][CH:30]=1)=[O:27])[CH3:25].[Ca+2:45].